Task: Predict the product of the given reaction.. Dataset: Forward reaction prediction with 1.9M reactions from USPTO patents (1976-2016) Given the reactants [Cl:1][C:2]1[CH:7]=[C:6]([O:8][C:9]2[C:18]3[C:13](=[CH:14][CH:15]=[CH:16][CH:17]=3)[C:12]([NH2:19])=[CH:11][CH:10]=2)[CH:5]=[CH:4][N:3]=1.[C:20](O[C:20]([O:22][C:23]([CH3:26])([CH3:25])[CH3:24])=[O:21])([O:22][C:23]([CH3:26])([CH3:25])[CH3:24])=[O:21], predict the reaction product. The product is: [C:23]([O:22][C:20](=[O:21])[NH:19][C:12]1[C:13]2[C:18](=[CH:17][CH:16]=[CH:15][CH:14]=2)[C:9]([O:8][C:6]2[CH:5]=[CH:4][N:3]=[C:2]([Cl:1])[CH:7]=2)=[CH:10][CH:11]=1)([CH3:26])([CH3:25])[CH3:24].